This data is from Full USPTO retrosynthesis dataset with 1.9M reactions from patents (1976-2016). The task is: Predict the reactants needed to synthesize the given product. (1) Given the product [C:16]([O:15][C:14](=[O:20])[NH:13][CH2:12][CH2:11][N:6]1[CH2:7][CH2:8][C:3]([F:9])([F:2])[CH2:4][CH2:5]1)([CH3:19])([CH3:18])[CH3:17], predict the reactants needed to synthesize it. The reactants are: Cl.[F:2][C:3]1([F:9])[CH2:8][CH2:7][NH:6][CH2:5][CH2:4]1.Br[CH2:11][CH2:12][NH:13][C:14](=[O:20])[O:15][C:16]([CH3:19])([CH3:18])[CH3:17].C(N(CC)C(C)C)(C)C. (2) Given the product [CH3:1][O:2][C:3]1[CH:38]=[C:37]([O:39][CH3:40])[CH:36]=[CH:35][C:4]=1[CH2:5][O:6][C:7](=[O:34])[C@H:8]([CH2:27][C:28]1[CH:33]=[CH:32][CH:31]=[CH:30][CH:29]=1)[NH2:9], predict the reactants needed to synthesize it. The reactants are: [CH3:1][O:2][C:3]1[CH:38]=[C:37]([O:39][CH3:40])[CH:36]=[CH:35][C:4]=1[CH2:5][O:6][C:7](=[O:34])[C@H:8]([CH2:27][C:28]1[CH:33]=[CH:32][CH:31]=[CH:30][CH:29]=1)[NH:9]C(OCC1C2C(=CC=CC=2)C2C1=CC=CC=2)=O.C(NCC)C. (3) Given the product [O:1]1[CH:5]=[CH:4][N:3]=[C:2]1[C:6]1[N:11]=[C:10]2[CH2:12][CH2:13][CH2:14][C:9]2=[C:8]([NH:15][C:16]2[CH:21]=[CH:20][C:19]([CH2:22][C:23]([NH2:28])=[O:25])=[CH:18][CH:17]=2)[CH:7]=1, predict the reactants needed to synthesize it. The reactants are: [O:1]1[CH:5]=[CH:4][N:3]=[C:2]1[C:6]1[N:11]=[C:10]2[CH2:12][CH2:13][CH2:14][C:9]2=[C:8]([NH:15][C:16]2[CH:21]=[CH:20][C:19]([CH2:22][C:23]([O:25]CC)=O)=[CH:18][CH:17]=2)[CH:7]=1.[NH3:28]. (4) Given the product [CH2:34]([O:23][C:16]1[CH:17]=[CH:18][CH:19]=[C:20]2[C:15]=1[CH2:14][CH:13]([C:11]([NH:10][C:7]1[CH:6]=[CH:5][C:4]([N:3]([CH2:1][CH3:2])[CH2:24][CH3:25])=[CH:9][CH:8]=1)=[O:12])[CH2:22][CH2:21]2)[CH:33]=[CH2:32], predict the reactants needed to synthesize it. The reactants are: [CH2:1]([N:3]([CH2:24][CH3:25])[C:4]1[CH:9]=[CH:8][C:7]([NH:10][C:11]([CH:13]2[CH2:22][CH2:21][C:20]3[C:15](=[C:16]([OH:23])[CH:17]=[CH:18][CH:19]=3)[CH2:14]2)=[O:12])=[CH:6][CH:5]=1)[CH3:2].C([O-])([O-])=O.[K+].[K+].[CH2:32](Br)[CH:33]=[CH2:34]. (5) The reactants are: [CH2:1]([NH:6][C:7]1[N:8]=[CH:9][NH:10][C:11]=1[C:12](SC)=[NH:13])[CH2:2][CH2:3][CH2:4][CH3:5].[N:16]1[CH:21]=[CH:20][C:19]([C:22]([NH:24][NH2:25])=O)=[N:18][CH:17]=1. Given the product [CH2:1]([NH:6][C:7]1[N:8]=[CH:9][NH:10][C:11]=1[C:12]1[NH:25][N:24]=[C:22]([C:19]2[CH:20]=[CH:21][N:16]=[CH:17][N:18]=2)[N:13]=1)[CH2:2][CH2:3][CH2:4][CH3:5], predict the reactants needed to synthesize it.